Dataset: Reaction yield outcomes from USPTO patents with 853,638 reactions. Task: Predict the reaction yield, written as a fraction of the theoretical maximum amount of product (1.0 means a 100% yield; for example, 0.34 means a 34% yield). (1) The reactants are [CH2:1]([N:3]1[C:7]2=[C:8]3[C:13](=[CH:14][CH:15]=[C:6]2[CH:5]=[N:4]1)[C:12](=[O:16])[C:11]([I:17])=[C:10]([C:18]1[CH:23]=[CH:22][CH:21]=[CH:20][CH:19]=1)[O:9]3)[CH3:2].[CH2:24](N1N=C2C3OC(C4C=CC=CC=4)=C(I)C(=O)C=3C=CC2=C1)C.IC1C(=O)C2C(OC=1C1C=CC=CC=1)=C1NN=CC1=CC=2.IC(C)C. No catalyst specified. The product is [I:17][C:11]1[C:12](=[O:16])[C:13]2[C:8]([O:9][C:10]=1[C:18]1[CH:23]=[CH:22][CH:21]=[CH:20][CH:19]=1)=[C:7]1[N:3]([CH:1]([CH3:24])[CH3:2])[N:4]=[CH:5][C:6]1=[CH:15][CH:14]=2. The yield is 0.500. (2) The reactants are Cl.[F:2][C:3]1[CH:16]=[CH:15][C:6]([C:7]([CH:9]2[CH2:14][CH2:13][NH:12][CH2:11][CH2:10]2)=[O:8])=[CH:5][CH:4]=1.C(N(CC)CC)C.[Cl:24][C:25]1[CH:26]=[C:27]([S:31](Cl)(=[O:33])=[O:32])[CH:28]=[CH:29][CH:30]=1. The catalyst is C(Cl)Cl. The product is [Cl:24][C:25]1[CH:26]=[C:27]([S:31]([N:12]2[CH2:13][CH2:14][CH:9]([C:7](=[O:8])[C:6]3[CH:5]=[CH:4][C:3]([F:2])=[CH:16][CH:15]=3)[CH2:10][CH2:11]2)(=[O:33])=[O:32])[CH:28]=[CH:29][CH:30]=1. The yield is 0.624. (3) The reactants are [N+:1]([C:4]1[C:13]2[N:12]=[CH:11][CH:10]=[N:9][C:8]=2[C:7]([C:14]#[N:15])=[CH:6][CH:5]=1)([O-])=O.[H][H]. The catalyst is C(OCC)(=O)C.C(O)C.[Pd]. The product is [NH2:1][C:4]1[C:13]2[NH:12][CH2:11][CH2:10][NH:9][C:8]=2[C:7]([C:14]#[N:15])=[CH:6][CH:5]=1. The yield is 0.900. (4) The reactants are [C:1]1([C:7]([C:9]2[CH:14]=[C:13]([O:15][CH2:16][C:17]3[CH:22]=[CH:21][CH:20]=[CH:19][CH:18]=3)[CH:12]=[CH:11][C:10]=2[NH2:23])=O)[CH:6]=[CH:5][CH:4]=[CH:3][CH:2]=1.[N:24]([O-])=O.[Na+].CO.[Sn]. The catalyst is Cl.O.C1COCC1. The product is [C:1]1([C:7]2[C:9]3[C:10](=[CH:11][CH:12]=[C:13]([O:15][CH2:16][C:17]4[CH:22]=[CH:21][CH:20]=[CH:19][CH:18]=4)[CH:14]=3)[NH:23][N:24]=2)[CH:6]=[CH:5][CH:4]=[CH:3][CH:2]=1. The yield is 0.480. (5) The reactants are [OH:1][C:2]1[C:9]([O:10][CH3:11])=[CH:8][CH:7]=[CH:6][C:3]=1[CH:4]=[O:5].C([O-])([O-])=O.[K+].[K+].I[CH2:19][CH:20]([CH3:22])[CH3:21]. The catalyst is CN(C=O)C. The product is [CH2:19]([O:1][C:2]1[C:9]([O:10][CH3:11])=[CH:8][CH:7]=[CH:6][C:3]=1[CH:4]=[O:5])[CH:20]([CH3:22])[CH3:21]. The yield is 0.620. (6) The reactants are [CH:1]1([CH2:6][OH:7])[CH2:5][CH:4]=[CH:3][CH2:2]1.[H-].[Na+].[CH3:10][O:11][C:12]1[CH:19]=[CH:18][C:15]([CH2:16]Cl)=[CH:14][CH:13]=1. The catalyst is CN(C)C=O. The product is [CH:1]1([CH2:6][O:7][CH2:16][C:15]2[CH:18]=[CH:19][C:12]([O:11][CH3:10])=[CH:13][CH:14]=2)[CH2:5][CH:4]=[CH:3][CH2:2]1. The yield is 0.790. (7) The yield is 0.600. No catalyst specified. The product is [CH2:46]([N:48]([CH2:49][CH3:50])[C:40](=[O:41])[CH2:39][C:34]1[CH:35]=[CH:36][CH:37]=[CH:38][C:33]=1[C:30]1[CH:31]=[CH:32][C:27]([C:25]([N:16]2[C:17]3[CH:24]=[CH:23][CH:22]=[CH:21][C:18]=3[CH2:19][N:20]3[C:11]([C:9]([NH:8][CH2:7][C:3]4[CH:2]=[N:1][CH:6]=[CH:5][CH:4]=4)=[O:10])=[CH:12][CH:13]=[C:14]3[CH2:15]2)=[O:26])=[CH:28][CH:29]=1)[CH3:47]. The reactants are [N:1]1[CH:6]=[CH:5][CH:4]=[C:3]([CH2:7][NH:8][C:9]([C:11]2[N:20]3[C:14]([CH2:15][N:16]([C:25]([C:27]4[CH:32]=[CH:31][C:30]([C:33]5[CH:38]=[CH:37][CH:36]=[CH:35][C:34]=5[CH2:39][C:40](O)=[O:41])=[CH:29][CH:28]=4)=[O:26])[C:17]4[CH:24]=[CH:23][CH:22]=[CH:21][C:18]=4[CH2:19]3)=[CH:13][CH:12]=2)=[O:10])[CH:2]=1.CNC.[CH2:46]([NH:48][CH2:49][CH3:50])[CH3:47]. (8) The reactants are [CH3:1][C@H:2]([NH:5][C:6](=[O:12])[O:7][C:8]([CH3:11])([CH3:10])[CH3:9])[CH:3]=[O:4].[C-:13]#[N:14].[K+].C(O)(=O)C. The catalyst is CO. The product is [NH2:14][CH2:13][C@H:3]([OH:4])[C@@H:2]([NH:5][C:6](=[O:12])[O:7][C:8]([CH3:11])([CH3:10])[CH3:9])[CH3:1]. The yield is 0.490.